From a dataset of Catalyst prediction with 721,799 reactions and 888 catalyst types from USPTO. Predict which catalyst facilitates the given reaction. Reactant: C(OC([NH:8][C:9]1[CH:14]=[CH:13][C:12]([C:15]2[CH:20]=[CH:19][C:18]([CH:21]([CH3:30])[CH2:22][NH:23][S:24]([CH:27]([CH3:29])[CH3:28])(=[O:26])=[O:25])=[CH:17][CH:16]=2)=[CH:11][CH:10]=1)=O)(C)(C)C. Product: [NH2:8][C:9]1[CH:10]=[CH:11][C:12]([C:15]2[CH:20]=[CH:19][C:18]([CH:21]([CH3:30])[CH2:22][NH:23][S:24]([CH:27]([CH3:29])[CH3:28])(=[O:26])=[O:25])=[CH:17][CH:16]=2)=[CH:13][CH:14]=1. The catalyst class is: 109.